Dataset: Peptide-MHC class II binding affinity with 134,281 pairs from IEDB. Task: Regression. Given a peptide amino acid sequence and an MHC pseudo amino acid sequence, predict their binding affinity value. This is MHC class II binding data. (1) The peptide sequence is INMPTAAAIAYGLDR. The MHC is HLA-DQA10501-DQB10301 with pseudo-sequence HLA-DQA10501-DQB10301. The binding affinity (normalized) is 0.657. (2) The peptide sequence is ITVHTGDQHQVGNET. The MHC is DRB1_1101 with pseudo-sequence DRB1_1101. The binding affinity (normalized) is 0.128.